Dataset: Forward reaction prediction with 1.9M reactions from USPTO patents (1976-2016). Task: Predict the product of the given reaction. (1) Given the reactants Cl.[CH3:2][O:3][C:4]1[CH:9]=[CH:8][C:7]([NH:10]N)=[CH:6][CH:5]=1.[C:12]([O:19][CH2:20][CH3:21])(=[O:18])[CH2:13][CH2:14][C:15]([CH3:17])=O, predict the reaction product. The product is: [CH2:20]([O:19][C:12](=[O:18])[CH2:13][C:14]1[C:8]2[C:7](=[CH:6][CH:5]=[C:4]([O:3][CH3:2])[CH:9]=2)[NH:10][C:15]=1[CH3:17])[CH3:21]. (2) Given the reactants [CH3:1][C:2]1[NH:3][C:4](=[O:23])[N:5]([C:16]2[CH:17]=[C:18]([CH3:22])[CH:19]=[CH:20][CH:21]=2)[C:6]=1[C:7]1[CH:8]=[CH:9][C:10]2[N:11]([N:13]=[CH:14][N:15]=2)[CH:12]=1.CN(C)C=O.CC(C)([O-])C.[K+].Br[CH2:36][C:37]1[CH:42]=[CH:41][CH:40]=[C:39]([CH3:43])[CH:38]=1, predict the reaction product. The product is: [N:15]1[CH:14]=[N:13][N:11]2[CH:12]=[C:7]([C:6]3[N:5]([C:16]4[CH:17]=[C:18]([CH3:22])[CH:19]=[CH:20][CH:21]=4)[C:4](=[O:23])[N:3]([CH2:36][C:37]4[CH:42]=[CH:41][CH:40]=[C:39]([CH3:43])[CH:38]=4)[C:2]=3[CH3:1])[CH:8]=[CH:9][C:10]=12. (3) Given the reactants Br[C:2]1[CH:3]=[N:4][N:5]([C:7]2[CH:12]=[CH:11][C:10]([O:13][CH3:14])=[C:9]([F:15])[CH:8]=2)[CH:6]=1.[C:16]([Zn]C#N)#[N:17], predict the reaction product. The product is: [F:15][C:9]1[CH:8]=[C:7]([N:5]2[CH:6]=[C:2]([C:16]#[N:17])[CH:3]=[N:4]2)[CH:12]=[CH:11][C:10]=1[O:13][CH3:14]. (4) Given the reactants [Br:1]Br.[N+:3]([C:6]1[CH:11]=[CH:10][CH:9]=[CH:8][C:7]=1[CH2:12][CH:13]=[O:14])([O-:5])=[O:4], predict the reaction product. The product is: [Br:1][CH:12]([C:7]1[CH:8]=[CH:9][CH:10]=[CH:11][C:6]=1[N+:3]([O-:5])=[O:4])[CH:13]=[O:14]. (5) Given the reactants [C:1]([O:5][C:6]([NH:8][CH2:9][C@H:10]1[CH2:15][CH2:14][C@H:13]([C:16]([NH:18][C@H:19]([C:37](=[O:57])[NH:38][C:39]2[CH:44]=[CH:43][C:42]([C:45]3[NH:49][N:48]=[C:47]([C:50]([F:56])([F:55])[C:51]([F:54])([F:53])[F:52])[N:46]=3)=[CH:41][CH:40]=2)[CH2:20][C:21]2[CH:26]=[CH:25][C:24]([C:27]3[CH:32]=[CH:31][C:30]([C:33](O)=[O:34])=[CH:29][C:28]=3[CH3:36])=[CH:23][CH:22]=2)=[O:17])[CH2:12][CH2:11]1)=[O:7])([CH3:4])([CH3:3])[CH3:2].[NH2:58][C@@H:59]1[CH2:63][CH2:62][N:61]([C:64]([O:66][C:67]([CH3:70])([CH3:69])[CH3:68])=[O:65])[CH2:60]1.C(N(CC)C(C)C)(C)C.F[P-](F)(F)(F)(F)F.CN(C(ON1C2=NC=CC=C2N=N1)=[N+](C)C)C, predict the reaction product. The product is: [C:1]([O:5][C:6]([NH:8][CH2:9][C@H:10]1[CH2:11][CH2:12][C@H:13]([C:16]([NH:18][C@H:19]([C:37](=[O:57])[NH:38][C:39]2[CH:40]=[CH:41][C:42]([C:45]3[NH:49][N:48]=[C:47]([C:50]([F:56])([F:55])[C:51]([F:54])([F:53])[F:52])[N:46]=3)=[CH:43][CH:44]=2)[CH2:20][C:21]2[CH:22]=[CH:23][C:24]([C:27]3[CH:32]=[CH:31][C:30]([C:33]([NH:58][C@@H:59]4[CH2:63][CH2:62][N:61]([C:64]([O:66][C:67]([CH3:70])([CH3:69])[CH3:68])=[O:65])[CH2:60]4)=[O:34])=[CH:29][C:28]=3[CH3:36])=[CH:25][CH:26]=2)=[O:17])[CH2:14][CH2:15]1)=[O:7])([CH3:3])([CH3:4])[CH3:2]. (6) The product is: [C:32]1([C:31]([N:10]2[CH2:9][CH2:8][CH:7]([CH2:6][NH:5][C@@H:13]3[CH2:15][C@H:14]3[C:16]3[CH:17]=[CH:18][CH:19]=[CH:20][CH:21]=3)[CH2:12][CH2:11]2)=[O:38])[CH:37]=[CH:36][CH:35]=[CH:34][CH:33]=1. Given the reactants FC(F)(F)C([N:5]([C@@H:13]1[CH2:15][C@H:14]1[C:16]1[CH:21]=[CH:20][CH:19]=[CH:18][CH:17]=1)[CH2:6][CH:7]1[CH2:12][CH2:11][NH:10][CH2:9][CH2:8]1)=O.C(N(CC)CC)C.[C:31](Cl)(=[O:38])[C:32]1[CH:37]=[CH:36][CH:35]=[CH:34][CH:33]=1.[NH4+].[Cl-], predict the reaction product. (7) The product is: [Cl:9][C:8]1[C:3]2[N:4]([CH:11]=[CH:12][N:2]=2)[CH:5]=[CH:6][N:7]=1. Given the reactants Br.[NH2:2][C:3]1[C:8]([Cl:9])=[N:7][CH:6]=[CH:5][N:4]=1.Br[CH2:11][CH:12](OCC)OCC.C([O-])([O-])=O.[Na+].[Na+], predict the reaction product. (8) Given the reactants Cl.Cl.[F:3][C:4]1([F:44])[CH2:9][CH2:8][CH:7]([C@H:10]([NH:37][C:38](=[O:43])[C@H:39]([CH3:42])[NH:40][CH3:41])[C:11]([N:13]2[C@H:18]([C:19]([NH:21][C@H:22]3[C:31]4[C:26](=[CH:27][CH:28]=[CH:29][CH:30]=4)[O:25][CH2:24][CH2:23]3)=[O:20])[CH2:17][N:16]3[CH2:32][C:33]([F:36])([F:35])[CH2:34][C@@H:15]3[CH2:14]2)=[O:12])[CH2:6][CH2:5]1, predict the reaction product. The product is: [F:44][C:4]1([F:3])[CH2:9][CH2:8][CH:7]([C@H:10]([NH:37][C:38](=[O:43])[C@H:39]([CH3:42])[NH:40][CH3:41])[C:11]([N:13]2[C@H:18]([C:19]([NH:21][C@H:22]3[C:31]4[C:26](=[CH:27][CH:28]=[CH:29][CH:30]=4)[O:25][CH2:24][CH2:23]3)=[O:20])[CH2:17][N:16]3[CH2:32][C:33]([F:35])([F:36])[CH2:34][C@@H:15]3[CH2:14]2)=[O:12])[CH2:6][CH2:5]1. (9) Given the reactants [N:1]1[C:11]2[C:6](=[CH:7][CH:8]=[CH:9][CH:10]=2)[CH:5]=[CH:4][C:2]=1[CH3:3].[H][H], predict the reaction product. The product is: [CH3:3][C:2]1[CH:4]=[CH:5][C:6]2[CH2:7][CH2:8][CH2:9][CH2:10][C:11]=2[N:1]=1.